This data is from Reaction yield outcomes from USPTO patents with 853,638 reactions. The task is: Predict the reaction yield, written as a fraction of the theoretical maximum amount of product (1.0 means a 100% yield; for example, 0.34 means a 34% yield). (1) The reactants are Cl[C:2]1[N:7]=[CH:6][N:5]=[C:4]2[N:8]([C:11]3[CH:16]=[CH:15][C:14]([S:17]([CH3:20])(=[O:19])=[O:18])=[CH:13][CH:12]=3)[N:9]=[CH:10][C:3]=12.[C:21]([O:25][C:26]([N:28]1[CH2:33][CH2:32][CH:31]([SH:34])[CH2:30][CH2:29]1)=[O:27])([CH3:24])([CH3:23])[CH3:22].C(=O)([O-])[O-].[K+].[K+]. The catalyst is CN(C=O)C. The product is [C:21]([O:25][C:26]([N:28]1[CH2:33][CH2:32][CH:31]([S:34][C:2]2[N:7]=[CH:6][N:5]=[C:4]3[N:8]([C:11]4[CH:16]=[CH:15][C:14]([S:17]([CH3:20])(=[O:19])=[O:18])=[CH:13][CH:12]=4)[N:9]=[CH:10][C:3]=23)[CH2:30][CH2:29]1)=[O:27])([CH3:24])([CH3:22])[CH3:23]. The yield is 0.660. (2) The reactants are [CH3:1][O:2][C:3](=[O:31])[C:4]([C:16]1[CH:21]=[CH:20][C:19]([O:22][C:23]2[CH:28]=[CH:27][C:26]([CH:29]=[O:30])=[CH:25][CH:24]=2)=[CH:18][CH:17]=1)=[CH:5][C:6]1[CH:11]=[C:10]([O:12][CH3:13])[CH:9]=[C:8]([O:14][CH3:15])[CH:7]=1.[BH4-].[Na+]. The catalyst is C(O)C. The product is [CH3:1][O:2][C:3](=[O:31])[C:4]([C:16]1[CH:21]=[CH:20][C:19]([O:22][C:23]2[CH:24]=[CH:25][C:26]([CH2:29][OH:30])=[CH:27][CH:28]=2)=[CH:18][CH:17]=1)=[CH:5][C:6]1[CH:11]=[C:10]([O:12][CH3:13])[CH:9]=[C:8]([O:14][CH3:15])[CH:7]=1. The yield is 1.00. (3) The reactants are FC(F)(F)C(OC(=O)C(F)(F)F)=O.[Cl:14][C:15]1[CH:20]=[CH:19][C:18]([C:21]2[C:26]([CH:27]([OH:32])[C:28]([O:30][CH3:31])=[O:29])=[C:25]([CH3:33])[N:24]=[C:23]3[NH:34][C:35]([CH3:38])=[C:36]([CH3:37])[C:22]=23)=[CH:17][CH:16]=1.C(N(CC)CC)C.[Cl-].[NH4+]. The catalyst is ClCCl.CS(C)=O. The product is [Cl:14][C:15]1[CH:20]=[CH:19][C:18]([C:21]2[C:26]([C:27](=[O:32])[C:28]([O:30][CH3:31])=[O:29])=[C:25]([CH3:33])[N:24]=[C:23]3[NH:34][C:35]([CH3:38])=[C:36]([CH3:37])[C:22]=23)=[CH:17][CH:16]=1. The yield is 0.870. (4) The reactants are [C:1]([O:5][C:6]([NH:8][C@@H:9]([CH2:13][C:14]1[CH:19]=[CH:18][C:17]([N+:20]([O-:22])=[O:21])=[CH:16][CH:15]=1)[C:10]([OH:12])=O)=[O:7])([CH3:4])([CH3:3])[CH3:2].C(N(CC)CC)C.ClC(OCC(C)C)=O.[N+:38](=[CH2:40])=[N-:39]. The catalyst is C1COCC1.CCOCC. The product is [C:1]([O:5][C:6](=[O:7])[NH:8][C@@H:9]([CH2:13][C:14]1[CH:19]=[CH:18][C:17]([N+:20]([O-:22])=[O:21])=[CH:16][CH:15]=1)[C:10](=[O:12])[CH:40]=[N+:38]=[N-:39])([CH3:2])([CH3:3])[CH3:4]. The yield is 0.820. (5) The reactants are [CH3:1][O:2][C:3](=[O:18])[C:4]1[C:5](=[C:10]([CH3:17])[C:11]([CH2:15][CH3:16])=[CH:12][C:13]=1[OH:14])[C:6]([O:8][CH3:9])=[O:7].C(=O)([O-])[O-].[K+].[K+].[CH2:25](Br)[CH:26]=[CH2:27]. The catalyst is CN(C=O)C. The product is [CH3:1][O:2][C:3](=[O:18])[C:4]1[C:5](=[C:10]([CH3:17])[C:11]([CH2:15][CH3:16])=[CH:12][C:13]=1[O:14][CH2:27][CH:26]=[CH2:25])[C:6]([O:8][CH3:9])=[O:7]. The yield is 0.830.